From a dataset of Catalyst prediction with 721,799 reactions and 888 catalyst types from USPTO. Predict which catalyst facilitates the given reaction. (1) Reactant: CO.[F:3][C:4]1[CH:13]=[C:12]2[C:7]([CH:8]=[CH:9][CH:10]=[N:11]2)=[CH:6][C:5]=1[CH2:14][C:15]1[N:19]2[N:20]=[C:21]([C:24]3[CH:25]=[N:26][N:27]([CH:29]4[CH2:34][CH2:33][NH:32][CH2:31][CH2:30]4)[CH:28]=3)[CH:22]=[CH:23][C:18]2=[N:17][CH:16]=1.C=O.[BH3-][C:38]#N.[Na+]. Product: [F:3][C:4]1[CH:13]=[C:12]2[C:7]([CH:8]=[CH:9][CH:10]=[N:11]2)=[CH:6][C:5]=1[CH2:14][C:15]1[N:19]2[N:20]=[C:21]([C:24]3[CH:25]=[N:26][N:27]([CH:29]4[CH2:34][CH2:33][N:32]([CH3:38])[CH2:31][CH2:30]4)[CH:28]=3)[CH:22]=[CH:23][C:18]2=[N:17][CH:16]=1. The catalyst class is: 322. (2) Reactant: [F:1][C:2]([F:18])([F:17])[S:3][C:4]1[CH:9]=[C:8]([C:10]([CH3:13])([CH3:12])[CH3:11])[CH:7]=[CH:6][C:5]=1[N+:14]([O-])=O.C(O)(=O)C. Product: [F:17][C:2]([F:1])([F:18])[S:3][C:4]1[CH:9]=[C:8]([C:10]([CH3:11])([CH3:12])[CH3:13])[CH:7]=[CH:6][C:5]=1[NH2:14]. The catalyst class is: 284.